This data is from NCI-60 drug combinations with 297,098 pairs across 59 cell lines. The task is: Regression. Given two drug SMILES strings and cell line genomic features, predict the synergy score measuring deviation from expected non-interaction effect. (1) Drug 1: CC1=C2C(C(=O)C3(C(CC4C(C3C(C(C2(C)C)(CC1OC(=O)C(C(C5=CC=CC=C5)NC(=O)C6=CC=CC=C6)O)O)OC(=O)C7=CC=CC=C7)(CO4)OC(=O)C)O)C)OC(=O)C. Drug 2: CCCCC(=O)OCC(=O)C1(CC(C2=C(C1)C(=C3C(=C2O)C(=O)C4=C(C3=O)C=CC=C4OC)O)OC5CC(C(C(O5)C)O)NC(=O)C(F)(F)F)O. Cell line: CCRF-CEM. Synergy scores: CSS=17.5, Synergy_ZIP=1.97, Synergy_Bliss=0.473, Synergy_Loewe=-5.58, Synergy_HSA=-4.25. (2) Drug 1: CC1=CC=C(C=C1)C2=CC(=NN2C3=CC=C(C=C3)S(=O)(=O)N)C(F)(F)F. Drug 2: C1CNP(=O)(OC1)N(CCCl)CCCl. Cell line: NCI-H322M. Synergy scores: CSS=0.591, Synergy_ZIP=1.87, Synergy_Bliss=2.49, Synergy_Loewe=-10.1, Synergy_HSA=-3.42. (3) Drug 1: CCC1=CC2CC(C3=C(CN(C2)C1)C4=CC=CC=C4N3)(C5=C(C=C6C(=C5)C78CCN9C7C(C=CC9)(C(C(C8N6C)(C(=O)OC)O)OC(=O)C)CC)OC)C(=O)OC.C(C(C(=O)O)O)(C(=O)O)O. Drug 2: C1CC(C1)(C(=O)O)C(=O)O.[NH2-].[NH2-].[Pt+2]. Cell line: SN12C. Synergy scores: CSS=31.2, Synergy_ZIP=-11.7, Synergy_Bliss=-5.61, Synergy_Loewe=-22.7, Synergy_HSA=-2.50. (4) Drug 1: CC=C1C(=O)NC(C(=O)OC2CC(=O)NC(C(=O)NC(CSSCCC=C2)C(=O)N1)C(C)C)C(C)C. Drug 2: CC(C)NC(=O)C1=CC=C(C=C1)CNNC.Cl. Cell line: MALME-3M. Synergy scores: CSS=41.8, Synergy_ZIP=2.18, Synergy_Bliss=-0.958, Synergy_Loewe=-40.3, Synergy_HSA=-1.57. (5) Cell line: NCI-H460. Drug 2: COC1=C2C(=CC3=C1OC=C3)C=CC(=O)O2. Drug 1: C1=CN(C(=O)N=C1N)C2C(C(C(O2)CO)O)O.Cl. Synergy scores: CSS=46.4, Synergy_ZIP=4.19, Synergy_Bliss=4.59, Synergy_Loewe=-40.3, Synergy_HSA=3.47. (6) Drug 1: C1CN1C2=NC(=NC(=N2)N3CC3)N4CC4. Drug 2: CC1C(C(CC(O1)OC2CC(OC(C2O)C)OC3=CC4=CC5=C(C(=O)C(C(C5)C(C(=O)C(C(C)O)O)OC)OC6CC(C(C(O6)C)O)OC7CC(C(C(O7)C)O)OC8CC(C(C(O8)C)O)(C)O)C(=C4C(=C3C)O)O)O)O. Cell line: T-47D. Synergy scores: CSS=41.6, Synergy_ZIP=-3.28, Synergy_Bliss=0.795, Synergy_Loewe=-16.4, Synergy_HSA=-3.28. (7) Drug 1: CC1=CC2C(CCC3(C2CCC3(C(=O)C)OC(=O)C)C)C4(C1=CC(=O)CC4)C. Drug 2: B(C(CC(C)C)NC(=O)C(CC1=CC=CC=C1)NC(=O)C2=NC=CN=C2)(O)O. Cell line: A549. Synergy scores: CSS=16.4, Synergy_ZIP=5.16, Synergy_Bliss=10.8, Synergy_Loewe=13.7, Synergy_HSA=13.6.